From a dataset of Catalyst prediction with 721,799 reactions and 888 catalyst types from USPTO. Predict which catalyst facilitates the given reaction. (1) Reactant: [C:1]([O:5][C:6]([NH:8][CH2:9][C:10]([OH:12])=O)=[O:7])([CH3:4])([CH3:3])[CH3:2].Cl.[CH3:14][NH:15][O:16][CH3:17].CCN=C=NCCCN(C)C.Cl.C(N(CC)CC)C. Product: [CH3:17][O:16][N:15]([CH3:14])[C:10](=[O:12])[CH2:9][NH:8][C:6](=[O:7])[O:5][C:1]([CH3:2])([CH3:3])[CH3:4]. The catalyst class is: 143. (2) Reactant: [C:1]([O:5][C:6]([NH:8][C@@H:9]([CH2:14][C:15]1[CH:16]=[N:17][C:18]([F:22])=[C:19]([Cl:21])[CH:20]=1)[C:10](OC)=[O:11])=[O:7])([CH3:4])([CH3:3])[CH3:2].[BH4-].[Li+].CCO. Product: [Cl:21][C:19]1[CH:20]=[C:15]([CH2:14][C@H:9]([NH:8][C:6](=[O:7])[O:5][C:1]([CH3:3])([CH3:2])[CH3:4])[CH2:10][OH:11])[CH:16]=[N:17][C:18]=1[F:22]. The catalyst class is: 1. (3) Reactant: Cl.[CH3:2][C:3]1[CH:4]=[CH:5][C:6]2[NH:10][C:9](=[O:11])[N:8]([CH:12]3[CH2:17][CH2:16][NH:15][CH2:14][CH2:13]3)[C:7]=2[CH:18]=1.[O:19]1[CH2:24][CH2:23][C:22](=O)[CH2:21][CH2:20]1.[C-:26]#[N:27].[K+]. Product: [CH3:2][C:3]1[CH:4]=[CH:5][C:6]2[NH:10][C:9](=[O:11])[N:8]([CH:12]3[CH2:17][CH2:16][N:15]([C:22]4([C:26]#[N:27])[CH2:23][CH2:24][O:19][CH2:20][CH2:21]4)[CH2:14][CH2:13]3)[C:7]=2[CH:18]=1. The catalyst class is: 6. (4) Reactant: [CH:1](=O)[C:2]1[CH:7]=[CH:6][CH:5]=[CH:4][CH:3]=1.[OH-].[K+].[CH:11](=[O:15])[CH2:12][CH2:13][CH3:14].Cl. Product: [CH:1](=[C:12]([CH2:13][CH3:14])[CH:11]=[O:15])[C:2]1[CH:7]=[CH:6][CH:5]=[CH:4][CH:3]=1. The catalyst class is: 14. (5) Reactant: Br[CH2:2][CH2:3][CH2:4][C:5]([NH:7][C:8]1[CH:28]=[CH:27][C:11]([CH2:12][N:13]2[C:17]3=[N:18][C:19]([C:22]([O:24][CH3:25])=[O:23])=[CH:20][CH:21]=[C:16]3[N:15]=[C:14]2[CH3:26])=[C:10]([Cl:29])[CH:9]=1)=[O:6].C(=O)([O-])[O-].[K+].[K+].O. Product: [Cl:29][C:10]1[CH:9]=[C:8]([N:7]2[CH2:2][CH2:3][CH2:4][C:5]2=[O:6])[CH:28]=[CH:27][C:11]=1[CH2:12][N:13]1[C:17]2=[N:18][C:19]([C:22]([O:24][CH3:25])=[O:23])=[CH:20][CH:21]=[C:16]2[N:15]=[C:14]1[CH3:26]. The catalyst class is: 9. (6) Reactant: [C:1]([O:5][C:6]([N:8]1[CH2:13][CH2:12][CH:11]([OH:14])[CH:10]([CH2:15][N:16]=[N+:17]=[N-:18])[CH2:9]1)=[O:7])([CH3:4])([CH3:3])[CH3:2].[H-].[Na+].I[CH3:22]. Product: [C:1]([O:5][C:6]([N:8]1[CH2:13][CH2:12][CH:11]([O:14][CH3:22])[CH:10]([CH2:15][N:16]=[N+:17]=[N-:18])[CH2:9]1)=[O:7])([CH3:4])([CH3:2])[CH3:3]. The catalyst class is: 3. (7) Reactant: [S:1]1[CH:5]=[CH:4][CH:3]=[C:2]1[S:6]([NH:9][C:10]1[CH:11]=[CH:12][CH:13]=[C:14]2[C:18]=1[NH:17][C:16]([C:19](=[S:21])[NH2:20])=[CH:15]2)(=[O:8])=[O:7].Br[CH2:23][C:24](=O)[CH3:25].C(O)C.CN(C)C(=O)C. Product: [CH3:25][C:24]1[N:20]=[C:19]([C:16]2[NH:17][C:18]3[C:14]([CH:15]=2)=[CH:13][CH:12]=[CH:11][C:10]=3[NH:9][S:6]([C:2]2[S:1][CH:5]=[CH:4][CH:3]=2)(=[O:7])=[O:8])[S:21][CH:23]=1. The catalyst class is: 6. (8) Reactant: [C:1]([CH2:3][C:4]1([N:25]2[CH:29]=[C:28]([C:30]3[C:31]([CH3:35])=[N:32][NH:33][CH:34]=3)[C:27]([C:36](OCC)=[O:37])=[N:26]2)[CH2:7][N:6]([C:8]2[CH:13]=[C:12]([F:14])[C:11]([C:15]([NH:17][C@@H:18]([CH3:23])[C:19]([F:22])([F:21])[F:20])=[O:16])=[CH:10][C:9]=2[F:24])[CH2:5]1)#[N:2].[BH4-].[Li+]. Product: [C:1]([CH2:3][C:4]1([N:25]2[CH:29]=[C:28]([C:30]3[C:31]([CH3:35])=[N:32][NH:33][CH:34]=3)[C:27]([CH2:36][OH:37])=[N:26]2)[CH2:7][N:6]([C:8]2[C:9]([F:24])=[CH:10][C:11]([C:15]([NH:17][C@@H:18]([CH3:23])[C:19]([F:21])([F:22])[F:20])=[O:16])=[C:12]([F:14])[CH:13]=2)[CH2:5]1)#[N:2]. The catalyst class is: 1. (9) Reactant: [CH3:1][O:2][C:3]1[C:8]([CH2:9]O)=[CH:7][CH:6]=[C:5]([CH3:11])[N:4]=1.C1(P(C2C=CC=CC=2)C2C=CC=CC=2)C=CC=CC=1.C(Br)(Br)(Br)[Br:32]. Product: [Br:32][CH2:9][C:8]1[C:3]([O:2][CH3:1])=[N:4][C:5]([CH3:11])=[CH:6][CH:7]=1. The catalyst class is: 4. (10) Reactant: [CH3:1][C:2]([CH3:16])([CH3:15])[CH2:3][CH2:4][NH:5][CH2:6][C:7]1[S:11][C:10](B(O)O)=[CH:9][CH:8]=1.Br[C:18]1[CH:19]=[C:20]2[C:24](=[C:25]([C:27]([NH2:29])=[O:28])[CH:26]=1)[NH:23][CH:22]=[C:21]2[CH:30]1[CH2:35][CH2:34][N:33]([S:36]([CH2:39][CH3:40])(=[O:38])=[O:37])[CH2:32][CH2:31]1.C([O-])([O-])=O.[K+].[K+]. Product: [CH3:1][C:2]([CH3:16])([CH3:15])[CH2:3][CH2:4][NH:5][CH2:6][C:7]1[S:11][C:10]([C:18]2[CH:19]=[C:20]3[C:24](=[C:25]([C:27]([NH2:29])=[O:28])[CH:26]=2)[NH:23][CH:22]=[C:21]3[CH:30]2[CH2:31][CH2:32][N:33]([S:36]([CH2:39][CH3:40])(=[O:37])=[O:38])[CH2:34][CH2:35]2)=[CH:9][CH:8]=1. The catalyst class is: 73.